From a dataset of Forward reaction prediction with 1.9M reactions from USPTO patents (1976-2016). Predict the product of the given reaction. (1) Given the reactants [CH3:1][O:2][C:3](=[O:12])[C:4]1[CH:9]=[C:8]([Br:10])[CH:7]=[CH:6][C:5]=1[OH:11].[CH3:13][N:14]([CH3:18])[C:15](Cl)=[S:16].C1N2CCN(CC2)C1.Cl, predict the reaction product. The product is: [CH3:1][O:2][C:3](=[O:12])[C:4]1[CH:9]=[C:8]([Br:10])[CH:7]=[CH:6][C:5]=1[O:11][C:15](=[S:16])[N:14]([CH3:18])[CH3:13]. (2) Given the reactants [CH3:1][O:2][C:3]1[CH:8]=[CH:7][C:6](/[CH:9]=[CH:10]/[C:11]2[CH:16]=[CH:15][C:14]([N+:17]([O-])=O)=[CH:13][CH:12]=2)=[CH:5][CH:4]=1.[Sn].[OH-].[Na+], predict the reaction product. The product is: [CH3:1][O:2][C:3]1[CH:4]=[CH:5][C:6](/[CH:9]=[CH:10]/[C:11]2[CH:12]=[CH:13][C:14]([NH2:17])=[CH:15][CH:16]=2)=[CH:7][CH:8]=1. (3) The product is: [CH3:14][C:13]1[NH:15][C:4]2[C:5]([CH:12]=1)=[CH:6][CH:7]=[CH:8][C:9]=2[O:10][CH3:11]. Given the reactants [N+]([C:4]1[C:9]([O:10][CH3:11])=[CH:8][CH:7]=[CH:6][C:5]=1[CH:12]=[C:13]([N+:15]([O-])=O)[CH3:14])([O-])=O.CCOC(C)=O.C(O)(=O)C, predict the reaction product. (4) Given the reactants [Cl:1][C:2]1[CH:9]=[CH:8][C:5]([C:6]#[N:7])=[C:4]([CH3:10])[N:3]=1.[BH4-].[Na+].B(F)(F)F.Cl, predict the reaction product. The product is: [Cl:1][C:2]1[N:3]=[C:4]([CH3:10])[C:5]([CH2:6][NH2:7])=[CH:8][CH:9]=1.